Task: Predict the reaction yield, written as a fraction of the theoretical maximum amount of product (1.0 means a 100% yield; for example, 0.34 means a 34% yield).. Dataset: Reaction yield outcomes from USPTO patents with 853,638 reactions The reactants are [Cl:1][C:2]1[CH:10]=[CH:9][CH:8]=[C:7]2[C:3]=1[CH:4]=[CH:5][NH:6]2.[CH3:11]C1C2C(=CC=CC=2)NC=1. No catalyst specified. The product is [Cl:1][C:2]1[CH:10]=[CH:9][CH:8]=[C:7]2[C:3]=1[CH:4]=[CH:5][N:6]2[CH3:11]. The yield is 1.00.